From a dataset of TCR-epitope binding with 47,182 pairs between 192 epitopes and 23,139 TCRs. Binary Classification. Given a T-cell receptor sequence (or CDR3 region) and an epitope sequence, predict whether binding occurs between them. (1) The epitope is RLRPGGKKK. The TCR CDR3 sequence is CASSPRGSDTQYF. Result: 0 (the TCR does not bind to the epitope). (2) The TCR CDR3 sequence is CASSPGGNEQFF. Result: 1 (the TCR binds to the epitope). The epitope is HTDFSSEIIGY. (3) The epitope is YLNTLTLAV. The TCR CDR3 sequence is CSVALDESSYNEQFF. Result: 1 (the TCR binds to the epitope).